This data is from Full USPTO retrosynthesis dataset with 1.9M reactions from patents (1976-2016). The task is: Predict the reactants needed to synthesize the given product. (1) The reactants are: [C:1]([N:4]1[C:13]2[C:8](=[CH:9][C:10]([C:14]3[CH:22]=[CH:21][C:17]([C:18]([O-:20])=[O:19])=[CH:16][CH:15]=3)=[CH:11][CH:12]=2)[C@H:7]([NH:23][C:24]2[CH:29]=[CH:28][CH:27]=[CH:26][N:25]=2)[CH2:6][C@@H:5]1[CH3:30])(=[O:3])[CH3:2].[Li+].CN(C(ON1N=NC2C=CC=NC1=2)=[N+](C)C)C.F[P-](F)(F)(F)(F)F.CCN(C(C)C)C(C)C.[NH:65]1[CH2:70][CH2:69][O:68][CH2:67][CH2:66]1. Given the product [CH:18]([OH:20])=[O:19].[CH3:30][C@H:5]1[CH2:6][C@@H:7]([NH:23][C:24]2[CH:29]=[CH:28][CH:27]=[CH:26][N:25]=2)[C:8]2[C:13](=[CH:12][CH:11]=[C:10]([C:14]3[CH:22]=[CH:21][C:17]([C:18]([N:65]4[CH2:70][CH2:69][O:68][CH2:67][CH2:66]4)=[O:20])=[CH:16][CH:15]=3)[CH:9]=2)[N:4]1[C:1](=[O:3])[CH3:2], predict the reactants needed to synthesize it. (2) Given the product [NH2:25][C:26]1[C:31]([C:32]#[N:33])=[C:30]([NH:3][C@H:4]([C:6]2[N:7]([C:19]3[CH:24]=[CH:23][CH:22]=[CH:21][CH:20]=3)[C:8]3[C:14]([CH2:15][C:16]#[N:17])=[C:13]([F:18])[CH:12]=[CH:11][C:9]=3[N:10]=2)[CH3:5])[N:29]=[CH:28][N:27]=1, predict the reactants needed to synthesize it. The reactants are: Cl.Cl.[NH2:3][C@H:4]([C:6]1[N:7]([C:19]2[CH:24]=[CH:23][CH:22]=[CH:21][CH:20]=2)[C:8]2[C:14]([CH2:15][C:16]#[N:17])=[C:13]([F:18])[CH:12]=[CH:11][C:9]=2[N:10]=1)[CH3:5].[NH2:25][C:26]1[C:31]([C:32]#[N:33])=[C:30](Cl)[N:29]=[CH:28][N:27]=1.CCN(C(C)C)C(C)C. (3) Given the product [F:2][C:3]1[CH:4]=[CH:5][C:6]2[C:10]([CH:11]3[CH2:12][CH2:13][N:14]([CH2:17][CH2:18][C:19](=[CH:41][N:39]4[CH2:38][CH2:46][CH2:45][CH2:40]4)[C:20]([C:22]4[CH:23]=[CH:24][C:25]([F:28])=[CH:26][CH:27]=4)=[O:21])[CH2:15][CH2:16]3)=[CH:9][S:8][C:7]=2[CH:29]=1, predict the reactants needed to synthesize it. The reactants are: Cl.[F:2][C:3]1[CH:4]=[CH:5][C:6]2[C:10]([CH:11]3[CH2:16][CH2:15][N:14]([CH2:17][CH2:18][CH2:19][C:20]([C:22]4[CH:27]=[CH:26][C:25]([F:28])=[CH:24][CH:23]=4)=[O:21])[CH2:13][CH2:12]3)=[CH:9][S:8][C:7]=2[CH:29]=1.C(=O)([O-])[O-].[K+].[K+].CO[CH:38](OC)[N:39]([CH3:41])[CH3:40].N1CC[CH2:46][CH2:45]1. (4) Given the product [CH2:46]([C:50]1[CH:51]=[C:52]2[C:57](=[C:58]([N:60]3[CH2:65][CH2:64][N:63]([C:20](=[O:22])[CH2:19][C:16]4[CH:15]=[CH:14][C:13]([O:12][CH2:11][CH2:10][CH2:9][N:2]5[CH2:3][CH2:4][CH2:5][CH2:6][CH2:7][CH2:8]5)=[CH:18][CH:17]=4)[CH2:62][CH2:61]3)[CH:59]=1)[N:56]=[C:55]([CH2:66][CH2:67][C:68]([O:70][CH3:71])=[O:69])[CH:54]=[CH:53]2)[CH2:47][CH2:48][CH3:49], predict the reactants needed to synthesize it. The reactants are: Cl.[N:2]1([CH2:9][CH2:10][CH2:11][O:12][C:13]2[CH:18]=[CH:17][C:16]([CH2:19][C:20]([OH:22])=O)=[CH:15][CH:14]=2)[CH2:8][CH2:7][CH2:6][CH2:5][CH2:4][CH2:3]1.Cl.CN(C)CCCN=C=NCC.O.ON1C2C=CC=CC=2N=N1.[CH2:46]([C:50]1[CH:51]=[C:52]2[C:57](=[C:58]([N:60]3[CH2:65][CH2:64][NH:63][CH2:62][CH2:61]3)[CH:59]=1)[N:56]=[C:55]([CH2:66][CH2:67][C:68]([O:70][CH3:71])=[O:69])[CH:54]=[CH:53]2)[CH2:47][CH2:48][CH3:49]. (5) Given the product [CH2:19]([O:21][C:22]1[CH:23]=[C:24]([CH:27]=[C:28]([O:31][CH2:32][CH3:33])[C:29]=1[F:30])[CH2:25][N:15]1[CH2:16][CH2:17][CH:12]([NH:11][C:9]2[O:10][C:6]3[CH:5]=[CH:4][C:3]([O:2][CH3:1])=[CH:18][C:7]=3[N:8]=2)[CH2:13][CH2:14]1)[CH3:20], predict the reactants needed to synthesize it. The reactants are: [CH3:1][O:2][C:3]1[CH:4]=[CH:5][C:6]2[O:10][C:9]([NH:11][CH:12]3[CH2:17][CH2:16][NH:15][CH2:14][CH2:13]3)=[N:8][C:7]=2[CH:18]=1.[CH2:19]([O:21][C:22]1[CH:23]=[C:24]([CH:27]=[C:28]([O:31][CH2:32][CH3:33])[C:29]=1[F:30])[CH:25]=O)[CH3:20].C([BH3-])#N.[Na+].C(N(C(C)C)C(C)C)C. (6) Given the product [F:24][C:12]([F:11])([F:23])[CH:13]([CH2:14][O:15][C:2]1[CH:7]=[CH:6][C:5]([N+:8]([O-:10])=[O:9])=[CH:4][CH:3]=1)[O:16][CH:17]1[CH2:22][CH2:21][CH2:20][CH2:19][O:18]1, predict the reactants needed to synthesize it. The reactants are: F[C:2]1[CH:7]=[CH:6][C:5]([N+:8]([O-:10])=[O:9])=[CH:4][CH:3]=1.[F:11][C:12]([F:24])([F:23])[CH:13]([O:16][CH:17]1[CH2:22][CH2:21][CH2:20][CH2:19][O:18]1)[CH2:14][OH:15]. (7) Given the product [CH2:1]1[NH:6][CH2:5][CH2:4][N:3]2[CH2:17][CH2:18][CH2:19][CH2:20][C@H:2]12, predict the reactants needed to synthesize it. The reactants are: [CH2:1]1[N:6](C(OCC2C=CC=CC=2)=O)[CH2:5][CH2:4][N:3]2[CH2:17][CH2:18][CH2:19][CH2:20][C@H:2]12. (8) Given the product [Cl:1][C:2]1[C:6]([N:7]([CH2:17][CH3:18])[C:8](=[O:16])[CH2:9][CH2:10][N:11]([CH2:12][CH:13]([F:15])[F:14])[C:41]([N:33]2[CH:34]=[CH:35][N:36]=[CH:32]2)=[O:42])=[CH:5][N:4]([C:19]2[CH:20]=[N:21][CH:22]=[CH:23][CH:24]=2)[N:3]=1, predict the reactants needed to synthesize it. The reactants are: [Cl:1][C:2]1[C:6]([N:7]([CH2:17][CH3:18])[C:8](=[O:16])[CH2:9][CH2:10][NH:11][CH2:12][CH:13]([F:15])[F:14])=[CH:5][N:4]([C:19]2[CH:20]=[N:21][CH:22]=[CH:23][CH:24]=2)[N:3]=1.C([C:32]1[NH:33][CH:34]=[CH:35][N:36]=1)([C:32]1[NH:33][CH:34]=[CH:35][N:36]=1)=O.FC1(F)CC1[CH2:41][OH:42].